Dataset: Peptide-MHC class I binding affinity with 185,985 pairs from IEDB/IMGT. Task: Regression. Given a peptide amino acid sequence and an MHC pseudo amino acid sequence, predict their binding affinity value. This is MHC class I binding data. (1) The peptide sequence is KVIQPRVEK. The MHC is HLA-A30:01 with pseudo-sequence HLA-A30:01. The binding affinity (normalized) is 0.924. (2) The MHC is HLA-A66:01 with pseudo-sequence HLA-A66:01. The binding affinity (normalized) is 0.213. The peptide sequence is NGNFNFERV. (3) The peptide sequence is KGMKIQHFK. The MHC is HLA-A23:01 with pseudo-sequence HLA-A23:01. The binding affinity (normalized) is 0.0847. (4) The peptide sequence is FAFKDCRL. The MHC is H-2-Kb with pseudo-sequence H-2-Kb. The binding affinity (normalized) is 0.448. (5) The peptide sequence is KYLFSPNML. The MHC is HLA-B39:01 with pseudo-sequence HLA-B39:01. The binding affinity (normalized) is 0.0847.